The task is: Predict the reactants needed to synthesize the given product.. This data is from Full USPTO retrosynthesis dataset with 1.9M reactions from patents (1976-2016). (1) Given the product [O:13]=[S:8]1(=[O:14])[CH2:9][CH2:10][CH2:11][CH2:12][C@:7]1([CH2:15][C:16]([OH:18])=[O:17])[C:5]1[S:6][C:2]([C:27]#[C:26][C:28]2[CH:33]=[CH:32][CH:31]=[CH:30][CH:29]=2)=[CH:3][CH:4]=1, predict the reactants needed to synthesize it. The reactants are: Br[C:2]1[S:6][C:5]([C@@:7]2([CH2:15][C:16]([OH:18])=[O:17])[CH2:12][CH2:11][CH2:10][CH2:9][S:8]2(=[O:14])=[O:13])=[CH:4][CH:3]=1.N(C(C)C)C(C)C.[C:26]([C:28]1[CH:33]=[CH:32][CH:31]=[CH:30][CH:29]=1)#[CH:27].Cl. (2) Given the product [CH2:24]([O:23][C:21]([CH:9]1[CH2:10][NH:11][CH2:12][CH2:13][N:8]1[CH2:1][C:2]1[CH:7]=[CH:6][CH:5]=[CH:4][CH:3]=1)=[O:22])[CH3:25], predict the reactants needed to synthesize it. The reactants are: [CH2:1]([N:8]1[CH2:13][CH2:12][N:11](CC2C=CC=CC=2)[CH2:10][CH:9]1[C:21]([O:23][CH2:24][CH3:25])=[O:22])[C:2]1[CH:7]=[CH:6][CH:5]=[CH:4][CH:3]=1.ClC(OC(Cl)C)=O. (3) The reactants are: [CH3:1][CH:2]([CH3:6])[C:3](Cl)=[O:4].[I:7][C:8]1[CH:14]=[CH:13][CH:12]=[CH:11][C:9]=1[NH2:10]. Given the product [I:7][C:8]1[CH:14]=[CH:13][CH:12]=[CH:11][C:9]=1[NH:10][C:3](=[O:4])[CH:2]([CH3:6])[CH3:1], predict the reactants needed to synthesize it. (4) Given the product [C:21]([O:25][C:26]([N:28]1[CH2:33][CH2:32][N:31]([C:34]2[CH:35]=[N:36][C:37]([NH:40][C:10]3[N:11]=[CH:12][C:7]4[CH:6]=[C:5]([C:3](=[O:4])[N:2]([CH3:20])[CH3:1])[N:14]([CH:15]5[CH2:19][CH2:18][CH2:17][CH2:16]5)[C:8]=4[N:9]=3)=[CH:38][CH:39]=2)[CH2:30][CH:29]1[CH3:41])=[O:27])([CH3:24])([CH3:22])[CH3:23], predict the reactants needed to synthesize it. The reactants are: [CH3:1][N:2]([CH3:20])[C:3]([C:5]1[N:14]([CH:15]2[CH2:19][CH2:18][CH2:17][CH2:16]2)[C:8]2[N:9]=[C:10](Cl)[N:11]=[CH:12][C:7]=2[CH:6]=1)=[O:4].[C:21]([O:25][C:26]([N:28]1[CH2:33][CH2:32][N:31]([C:34]2[CH:35]=[N:36][C:37]([NH2:40])=[CH:38][CH:39]=2)[CH2:30][CH:29]1[CH3:41])=[O:27])([CH3:24])([CH3:23])[CH3:22]. (5) Given the product [F:4][C:5]([F:16])([F:15])[CH:6]([CH3:14])[CH2:7][CH2:8][C:1]#[N:2], predict the reactants needed to synthesize it. The reactants are: [C-:1]#[N:2].[Na+].[F:4][C:5]([F:16])([F:15])[CH:6]([CH3:14])[CH2:7][CH2:8]OS(C)(=O)=O. (6) Given the product [OH:54][CH2:48][CH2:43][C:12]1[CH:13]=[CH:14][C:9]([CH:8]([N:25]([CH3:41])[C:26](=[O:40])[CH:27]([C:28]2[CH:29]=[CH:30][CH:31]=[CH:32][CH:33]=2)[C:34]2[CH:39]=[CH:38][CH:37]=[CH:36][CH:35]=2)[CH2:7][N:4]2[CH2:5][CH2:6][C@H:2]([OH:1])[CH2:3]2)=[CH:10][CH:11]=1, predict the reactants needed to synthesize it. The reactants are: [OH:1][C@H:2]1[CH2:6][CH2:5][N:4]([CH2:7][CH:8]([N:25]([CH3:41])[C:26](=[O:40])[CH:27]([C:34]2[CH:39]=[CH:38][CH:37]=[CH:36][CH:35]=2)[C:28]2[CH:33]=[CH:32][CH:31]=[CH:30][CH:29]=2)[C:9]2[CH:14]=[CH:13][C:12](OCCOC3CCCCO3)=[CH:11][CH:10]=2)[CH2:3]1.C[C:43]1[CH:48]=CC(S(O)(=O)=O)=CC=1.C[OH:54]. (7) Given the product [F:9][C:10]1[CH:17]=[C:16]([O:18][CH3:19])[CH:15]=[C:14]([O:3][CH:4]2[CH2:8][CH2:7][O:6][CH2:5]2)[C:11]=1[C:12]#[N:13], predict the reactants needed to synthesize it. The reactants are: [H-].[Na+].[OH:3][CH:4]1[CH2:8][CH2:7][O:6][CH2:5]1.[F:9][C:10]1[CH:17]=[C:16]([O:18][CH3:19])[CH:15]=[C:14](F)[C:11]=1[C:12]#[N:13].O. (8) Given the product [Cl:11][C:12]1[CH:13]=[CH:14][C:15]2[O:29][C:28]3[CH:30]=[CH:31][CH:32]=[CH:33][C:27]=3[C@H:18]3[CH2:19][N:20]([CH3:22])[CH2:21][C@@H:17]3[C:16]=2[CH:34]=1, predict the reactants needed to synthesize it. The reactants are: [Cl-].[Cl-].[Cl-].[Al+3].[H-].[H-].[H-].[H-].[Li+].[Al+3].[Cl:11][C:12]1[CH:13]=[CH:14][C:15]2[O:29][C:28]3[CH:30]=[CH:31][CH:32]=[CH:33][C:27]=3[C@H:18]3[CH2:19][N:20]([C:22](OCC)=O)[CH2:21][C@@H:17]3[C:16]=2[CH:34]=1.[OH-].[Na+].